Dataset: Full USPTO retrosynthesis dataset with 1.9M reactions from patents (1976-2016). Task: Predict the reactants needed to synthesize the given product. Given the product [F:23][C:2]([F:1])([F:24])[C:3]1[CH:4]=[C:5]([C:13]2[N:17]=[CH:16][N:15](/[CH:18]=[CH:19]\[C:20]([NH:26][NH:25][C:27]3[CH:36]=[N:35][C:34]4[C:29](=[CH:30][CH:31]=[CH:32][CH:33]=4)[N:28]=3)=[O:22])[N:14]=2)[CH:6]=[C:7]([C:9]([F:10])([F:12])[F:11])[CH:8]=1, predict the reactants needed to synthesize it. The reactants are: [F:1][C:2]([F:24])([F:23])[C:3]1[CH:4]=[C:5]([C:13]2[N:17]=[CH:16][N:15](/[CH:18]=[CH:19]\[C:20]([OH:22])=O)[N:14]=2)[CH:6]=[C:7]([C:9]([F:12])([F:11])[F:10])[CH:8]=1.[NH:25]([C:27]1[CH:36]=[N:35][C:34]2[C:29](=[CH:30][CH:31]=[CH:32][CH:33]=2)[N:28]=1)[NH2:26].C(P1(=O)OP(CCC)(=O)OP(CCC)(=O)O1)CC.CCN(C(C)C)C(C)C.